From a dataset of Forward reaction prediction with 1.9M reactions from USPTO patents (1976-2016). Predict the product of the given reaction. (1) The product is: [CH3:11][O:10][C:9]1[CH:8]=[CH:7][C:4]([C:5]#[N:6])=[CH:3][C:2]=1[O:1][CH2:24][CH2:25][CH2:26][N:27]1[CH2:32][CH2:31][O:30][CH2:29][CH2:28]1. Given the reactants [OH:1][C:2]1[CH:3]=[C:4]([CH:7]=[CH:8][C:9]=1[O:10][CH3:11])[C:5]#[N:6].C(=O)([O-])[O-].[K+].[K+].CN(C)C=O.Cl[CH2:24][CH2:25][CH2:26][N:27]1[CH2:32][CH2:31][O:30][CH2:29][CH2:28]1, predict the reaction product. (2) Given the reactants C(O[C:4]([C:6]1[C:7]([OH:23])=[C:8]2[C:15]([C:16]3[CH:21]=[CH:20][CH:19]=[CH:18][C:17]=3[F:22])=[N:14][S:13][C:9]2=[C:10]([CH3:12])[N:11]=1)=[O:5])C.[NH2:24][CH2:25][C:26]([OH:28])=[O:27], predict the reaction product. The product is: [F:22][C:17]1[CH:18]=[CH:19][CH:20]=[CH:21][C:16]=1[C:15]1[C:8]2[C:9](=[C:10]([CH3:12])[N:11]=[C:6]([C:4]([NH:24][CH2:25][C:26]([OH:28])=[O:27])=[O:5])[C:7]=2[OH:23])[S:13][N:14]=1. (3) Given the reactants [C:1]([O:5][C:6](=[O:44])[N:7]([CH2:33][C:34]1[CH:43]=[CH:42][C:37]2[O:38][CH2:39][CH2:40][O:41][C:36]=2[CH:35]=1)[CH:8]1[CH2:13][CH2:12][N:11]([CH2:14][CH2:15][N:16]2[C:25]3[C:20](=[C:21]([C:28](=O)[CH2:29][CH3:30])[CH:22]=[C:23]([O:26][CH3:27])[CH:24]=3)[CH:19]=[CH:18][C:17]2=[O:32])[CH2:10][CH2:9]1)([CH3:4])([CH3:3])[CH3:2].[Cl-].[OH:46][NH3+:47].C(=O)([O-])O.[Na+], predict the reaction product. The product is: [C:1]([O:5][C:6](=[O:44])[N:7]([CH2:33][C:34]1[CH:43]=[CH:42][C:37]2[O:38][CH2:39][CH2:40][O:41][C:36]=2[CH:35]=1)[CH:8]1[CH2:9][CH2:10][N:11]([CH2:14][CH2:15][N:16]2[C:25]3[C:20](=[C:21]([C:28](=[N:47][OH:46])[CH2:29][CH3:30])[CH:22]=[C:23]([O:26][CH3:27])[CH:24]=3)[CH:19]=[CH:18][C:17]2=[O:32])[CH2:12][CH2:13]1)([CH3:2])([CH3:4])[CH3:3].